This data is from NCI-60 drug combinations with 297,098 pairs across 59 cell lines. The task is: Regression. Given two drug SMILES strings and cell line genomic features, predict the synergy score measuring deviation from expected non-interaction effect. (1) Drug 1: C1=C(C(=O)NC(=O)N1)F. Drug 2: CC1CC(C(C(C=C(C(C(C=CC=C(C(=O)NC2=CC(=O)C(=C(C1)C2=O)OC)C)OC)OC(=O)N)C)C)O)OC. Cell line: HCT116. Synergy scores: CSS=71.6, Synergy_ZIP=2.85, Synergy_Bliss=1.47, Synergy_Loewe=-0.218, Synergy_HSA=4.72. (2) Drug 1: CC1C(C(CC(O1)OC2CC(CC3=C2C(=C4C(=C3O)C(=O)C5=C(C4=O)C(=CC=C5)OC)O)(C(=O)C)O)N)O.Cl. Drug 2: C1CCC(C(C1)N)N.C(=O)(C(=O)[O-])[O-].[Pt+4]. Cell line: CCRF-CEM. Synergy scores: CSS=42.7, Synergy_ZIP=-5.72, Synergy_Bliss=-5.60, Synergy_Loewe=-9.27, Synergy_HSA=-3.38. (3) Drug 1: CCC1(CC2CC(C3=C(CCN(C2)C1)C4=CC=CC=C4N3)(C5=C(C=C6C(=C5)C78CCN9C7C(C=CC9)(C(C(C8N6C)(C(=O)OC)O)OC(=O)C)CC)OC)C(=O)OC)O.OS(=O)(=O)O. Drug 2: CC1CCC2CC(C(=CC=CC=CC(CC(C(=O)C(C(C(=CC(C(=O)CC(OC(=O)C3CCCCN3C(=O)C(=O)C1(O2)O)C(C)CC4CCC(C(C4)OC)O)C)C)O)OC)C)C)C)OC. Cell line: HL-60(TB). Synergy scores: CSS=9.50, Synergy_ZIP=-3.97, Synergy_Bliss=-0.0201, Synergy_Loewe=0.676, Synergy_HSA=2.87. (4) Cell line: UACC-257. Drug 2: C1=CC=C(C=C1)NC(=O)CCCCCCC(=O)NO. Drug 1: CC12CCC(CC1=CCC3C2CCC4(C3CC=C4C5=CN=CC=C5)C)O. Synergy scores: CSS=18.7, Synergy_ZIP=-7.41, Synergy_Bliss=1.40, Synergy_Loewe=-5.73, Synergy_HSA=1.80. (5) Drug 1: C1=CC=C(C=C1)NC(=O)CCCCCCC(=O)NO. Drug 2: CC1=C(C(=O)C2=C(C1=O)N3CC4C(C3(C2COC(=O)N)OC)N4)N. Cell line: SK-MEL-5. Synergy scores: CSS=64.1, Synergy_ZIP=0.910, Synergy_Bliss=0.396, Synergy_Loewe=0.698, Synergy_HSA=4.66. (6) Drug 1: C1CCN(CC1)CCOC2=CC=C(C=C2)C(=O)C3=C(SC4=C3C=CC(=C4)O)C5=CC=C(C=C5)O. Drug 2: CN(C)N=NC1=C(NC=N1)C(=O)N. Cell line: KM12. Synergy scores: CSS=0.359, Synergy_ZIP=0.302, Synergy_Bliss=0.732, Synergy_Loewe=-3.80, Synergy_HSA=-3.41.